From a dataset of Full USPTO retrosynthesis dataset with 1.9M reactions from patents (1976-2016). Predict the reactants needed to synthesize the given product. (1) Given the product [Cl:18][C:19]1[N:20]=[C:21]([Cl:26])[N:22]=[C:23]([NH:10][C:8]2[N:7]=[CH:6][N:5]([CH:2]3[CH2:4][CH2:3]3)[CH:9]=2)[N:24]=1, predict the reactants needed to synthesize it. The reactants are: Cl.[CH:2]1([N:5]2[CH:9]=[C:8]([NH2:10])[N:7]=[CH:6]2)[CH2:4][CH2:3]1.C(N(CC)CC)C.[Cl:18][C:19]1[N:24]=[C:23](Cl)[N:22]=[C:21]([Cl:26])[N:20]=1. (2) Given the product [C:1]([N:5]([CH2:16][C:17]([OH:19])=[O:18])[S:6]([C:9]1[CH:14]=[CH:13][C:12]([F:15])=[CH:11][CH:10]=1)(=[O:8])=[O:7])([CH3:4])([CH3:2])[CH3:3], predict the reactants needed to synthesize it. The reactants are: [C:1]([N:5]([CH2:16][C:17]([O:19]C)=[O:18])[S:6]([C:9]1[CH:14]=[CH:13][C:12]([F:15])=[CH:11][CH:10]=1)(=[O:8])=[O:7])([CH3:4])([CH3:3])[CH3:2].[Li+].[OH-].O.Cl.